This data is from Reaction yield outcomes from USPTO patents with 853,638 reactions. The task is: Predict the reaction yield, written as a fraction of the theoretical maximum amount of product (1.0 means a 100% yield; for example, 0.34 means a 34% yield). The reactants are [Br:1]P(Br)Br.O[CH:6]([C:8]1[CH:9]=[C:10]([C:26]([N:28]([CH3:30])[CH3:29])=[O:27])[CH:11]=[C:12]2[C:17]=1[O:16][C:15]([N:18]1[CH2:23][CH2:22][O:21][C@H:20]([CH3:24])[CH2:19]1)=[CH:14][C:13]2=[O:25])[CH3:7]. The catalyst is ClCCCl.C(OCC)C. The product is [BrH:1].[Br:1][CH:6]([C:8]1[CH:9]=[C:10]([C:26]([N:28]([CH3:30])[CH3:29])=[O:27])[CH:11]=[C:12]2[C:17]=1[O:16][C:15]([N:18]1[CH2:23][CH2:22][O:21][C@H:20]([CH3:24])[CH2:19]1)=[CH:14][C:13]2=[O:25])[CH3:7]. The yield is 1.24.